This data is from Reaction yield outcomes from USPTO patents with 853,638 reactions. The task is: Predict the reaction yield, written as a fraction of the theoretical maximum amount of product (1.0 means a 100% yield; for example, 0.34 means a 34% yield). The reactants are [Li+].[OH-].C([O:5][C:6]([C:8]12[CH2:25][CH:24]1[CH:23]=[CH:22][CH2:21][CH2:20][CH2:19][CH2:18][N:17]([CH3:26])[C:16](=[O:27])[CH:15]1[CH:11]([CH2:12][CH:13]([O:28][C:29]3[C:38]4[C:33](=[C:34]([CH3:41])[C:35]([O:39][CH3:40])=[CH:36][CH:37]=4)[N:32]=[C:31]([C:42]4[CH:47]=[CH:46][CH:45]=[C:44]([CH:48]([CH3:50])[CH3:49])[N:43]=4)[CH:30]=3)[CH2:14]1)[C:10](=[O:51])[NH:9]2)=[O:7])C.C(O)(=O)C. The catalyst is O.CO.C1COCC1. The product is [CH:48]([C:44]1[N:43]=[C:42]([C:31]2[CH:30]=[C:29]([O:28][CH:13]3[CH2:12][CH:11]4[CH:15]([C:16](=[O:27])[N:17]([CH3:26])[CH2:18][CH2:19][CH2:20][CH2:21][CH:22]=[CH:23][CH:24]5[C:8]([C:6]([OH:7])=[O:5])([NH:9][C:10]4=[O:51])[CH2:25]5)[CH2:14]3)[C:38]3[C:33](=[C:34]([CH3:41])[C:35]([O:39][CH3:40])=[CH:36][CH:37]=3)[N:32]=2)[CH:47]=[CH:46][CH:45]=1)([CH3:50])[CH3:49]. The yield is 0.950.